Dataset: Full USPTO retrosynthesis dataset with 1.9M reactions from patents (1976-2016). Task: Predict the reactants needed to synthesize the given product. (1) Given the product [CH3:30][O:31][C:32]1[CH:37]=[CH:36][C:35]([NH:38][S:39]([C:42]2[CH:47]=[CH:46][CH:45]=[C:44]([N+:48]([O-:50])=[O:49])[CH:43]=2)(=[O:41])=[O:40])=[CH:34][CH:33]=1, predict the reactants needed to synthesize it. The reactants are: COC1C=CC(N)=CC=1.C(N(CC)CC)C.[N+](C1C=C(S(Cl)(=O)=O)C=CC=1)([O-])=O.[CH3:30][O:31][C:32]1[CH:37]=[CH:36][C:35]([N:38](C2C=CC(OC)=CC=2)[S:39]([C:42]2[CH:47]=[CH:46][CH:45]=[C:44]([N+:48]([O-:50])=[O:49])[CH:43]=2)(=[O:41])=[O:40])=[CH:34][CH:33]=1. (2) Given the product [F:17][C:18]1[C:23]([F:24])=[CH:22][CH:21]=[CH:20][C:19]=1[C:25]1[N:30]=[C:29]([N:31]2[CH2:36][CH2:35][N:34]([C:9]([NH:8][C:5]3[O:4][N:3]=[C:2]([CH3:1])[C:6]=3[CH3:7])=[O:16])[CH2:33][CH2:32]2)[CH:28]=[CH:27][N:26]=1, predict the reactants needed to synthesize it. The reactants are: [CH3:1][C:2]1[C:6]([CH3:7])=[C:5]([NH:8][C:9](=[O:16])OCC(Cl)(Cl)Cl)[O:4][N:3]=1.[F:17][C:18]1[C:23]([F:24])=[CH:22][CH:21]=[CH:20][C:19]=1[C:25]1[N:30]=[C:29]([N:31]2[CH2:36][CH2:35][NH:34][CH2:33][CH2:32]2)[CH:28]=[CH:27][N:26]=1.C(N(C(C)C)CC)(C)C.O. (3) Given the product [OH:41][C:34]1[C:35]([O:39][CH3:40])=[CH:36][CH:37]=[CH:38][C:33]=1[C:30]1[CH:29]=[CH:28][C:27]([N:24]2[CH:25]=[CH:26][C:22]([NH:21][C:1]([NH:19][C:15]3[CH:14]=[N:13][CH:18]=[CH:17][CH:16]=3)=[O:2])=[C:23]2[C:42]([O:44][CH2:45][CH3:46])=[O:43])=[CH:32][CH:31]=1, predict the reactants needed to synthesize it. The reactants are: [C:1](C1NC=CN=1)(C1NC=CN=1)=[O:2].[N:13]1[CH:18]=[CH:17][CH:16]=[C:15]([NH2:19])[CH:14]=1.Cl.[NH2:21][C:22]1[CH:26]=[CH:25][N:24]([C:27]2[CH:32]=[CH:31][C:30]([C:33]3[CH:38]=[CH:37][CH:36]=[C:35]([O:39][CH3:40])[C:34]=3[OH:41])=[CH:29][CH:28]=2)[C:23]=1[C:42]([O:44][CH2:45][CH3:46])=[O:43]. (4) Given the product [N+:5]([C:8]1[CH:43]=[CH:42][C:11]([CH2:12][O:13][C:14]([C:15]2[N:16]3[CH:19]([S:20][CH2:21][C:22]=2[CH:23]2[CH2:27][CH2:26][CH2:25][O:24]2)[CH:18]([NH2:29])[C:17]3=[O:39])=[O:41])=[CH:10][CH:9]=1)([O-:7])=[O:6], predict the reactants needed to synthesize it. The reactants are: S(Cl)(Cl)=O.[N+:5]([C:8]1[CH:43]=[CH:42][C:11]([CH2:12][O:13][C:14](=[O:41])[CH:15](O)[N:16]2[CH:19]([S:20][CH2:21][C:22](=O)[CH:23]3[CH2:27][CH2:26][CH2:25][O:24]3)[CH:18]([NH:29]C(=O)CC3C=CC=CC=3)[C:17]2=[O:39])=[CH:10][CH:9]=1)([O-:7])=[O:6].N1C(C)=CC=CC=1C.CP(C)C.O1CCCC1.P(Cl)(Cl)(Cl)(Cl)Cl.N1C=CC=CC=1C. (5) Given the product [Cl:42][C:41]1[C:24]([NH:23][C:2]2[N:3]=[CH:4][C:5]3[N:6]([CH3:22])[C:7](=[O:21])[C:8]4([CH2:19][CH2:20]4)[CH2:9][N:10]([CH:13]4[CH2:14][CH2:15][CH2:16][CH2:17][CH2:18]4)[C:11]=3[N:12]=2)=[CH:25][C:26]([F:43])=[C:27]([CH:40]=1)[C:28]([NH:30][CH:31]1[CH2:32][CH2:33][CH:34]([N:37]([CH3:39])[CH3:38])[CH2:35][CH2:36]1)=[O:29], predict the reactants needed to synthesize it. The reactants are: Cl[C:2]1[N:3]=[CH:4][C:5]2[N:6]([CH3:22])[C:7](=[O:21])[C:8]3([CH2:20][CH2:19]3)[CH2:9][N:10]([CH:13]3[CH2:18][CH2:17][CH2:16][CH2:15][CH2:14]3)[C:11]=2[N:12]=1.[NH2:23][C:24]1[C:41]([Cl:42])=[CH:40][C:27]([C:28]([NH:30][CH:31]2[CH2:36][CH2:35][CH:34]([N:37]([CH3:39])[CH3:38])[CH2:33][CH2:32]2)=[O:29])=[C:26]([F:43])[CH:25]=1.CC1(C)C2C(=C(P(C3C=CC=CC=3)C3C=CC=CC=3)C=CC=2)OC2C(P(C3C=CC=CC=3)C3C=CC=CC=3)=CC=CC1=2. (6) Given the product [Cl:5][CH2:16][C:15]1[CH:18]=[CH:19][CH:20]=[CH:21][C:14]=1[I:13], predict the reactants needed to synthesize it. The reactants are: CS([Cl:5])(=O)=O.C(N(CC)CC)C.[I:13][C:14]1[CH:21]=[CH:20][CH:19]=[CH:18][C:15]=1[CH2:16]O.C(=O)([O-])O.[Na+].